From a dataset of Reaction yield outcomes from USPTO patents with 853,638 reactions. Predict the reaction yield, written as a fraction of the theoretical maximum amount of product (1.0 means a 100% yield; for example, 0.34 means a 34% yield). (1) The reactants are [C:1]1(P(C2C=CC=CC=2)C2C=CC=CC=2)C=CC=CC=1.Br[CH2:21][C:22]1[CH:23]=[C:24]([Cl:29])[C:25]([Cl:28])=[N:26][CH:27]=1. The catalyst is C(Cl)(Cl)Cl. The product is [Cl:28][C:25]1[C:24]([Cl:29])=[CH:23][C:22]([CH:21]=[CH2:1])=[CH:27][N:26]=1. The yield is 0.970. (2) The reactants are FC(F)(F)S(O[C:7]1[C:31]([O:32][CH3:33])=[CH:30][C:10]2[C@@H:11]([C:24]3[CH:29]=[CH:28][CH:27]=[CH:26][CH:25]=3)[NH:12][C@@:13]([CH2:20][CH2:21][CH2:22][CH3:23])([CH2:18][CH3:19])[CH2:14][S:15](=[O:17])(=[O:16])[C:9]=2[CH:8]=1)(=O)=O.O.[OH-].[NH4+].C(O)C.[CH3:42][N:43]1C(=O)CCC1. The catalyst is [C-]#N.[Zn+2].[C-]#N.C([O-])(=O)C.[Pd+2].C([O-])(=O)C.C1(P(C2C=CC=CC=2)[C-]2C=CC=C2)C=CC=CC=1.[C-]1(P(C2C=CC=CC=2)C2C=CC=CC=2)C=CC=C1.[Fe+2]. The product is [CH2:20]([C@@:13]1([CH2:18][CH3:19])[NH:12][C@H:11]([C:24]2[CH:29]=[CH:28][CH:27]=[CH:26][CH:25]=2)[C:10]2[CH:30]=[C:31]([O:32][CH3:33])[C:7]([C:42]#[N:43])=[CH:8][C:9]=2[S:15](=[O:17])(=[O:16])[CH2:14]1)[CH2:21][CH2:22][CH3:23]. The yield is 0.890.